This data is from Reaction yield outcomes from USPTO patents with 853,638 reactions. The task is: Predict the reaction yield, written as a fraction of the theoretical maximum amount of product (1.0 means a 100% yield; for example, 0.34 means a 34% yield). (1) The reactants are [CH3:1][O:2][C:3]1[CH:8]=[C:7]([CH:9]2[CH2:14][CH2:13][NH:12][CH2:11][CH2:10]2)[CH:6]=[CH:5][C:4]=1[NH:15][C:16]1[N:21]=[C:20]([CH2:22][CH2:23][C:24]2[CH:25]=[C:26]([CH:30]=[CH:31][CH:32]=2)[C:27]([NH2:29])=[O:28])[C:19]([C:33]([F:36])([F:35])[F:34])=[CH:18][N:17]=1.C=O.[C:39](O[BH-](OC(=O)C)OC(=O)C)(=O)C.[Na+]. The catalyst is CO. The product is [CH3:1][O:2][C:3]1[CH:8]=[C:7]([CH:9]2[CH2:14][CH2:13][N:12]([CH3:39])[CH2:11][CH2:10]2)[CH:6]=[CH:5][C:4]=1[NH:15][C:16]1[N:21]=[C:20]([CH2:22][CH2:23][C:24]2[CH:25]=[C:26]([CH:30]=[CH:31][CH:32]=2)[C:27]([NH2:29])=[O:28])[C:19]([C:33]([F:34])([F:35])[F:36])=[CH:18][N:17]=1. The yield is 0.740. (2) The reactants are [F:1][C:2]([F:40])([CH2:36][CH2:37][CH2:38][CH3:39])[C:3](=[O:35])[CH2:4][CH2:5][C@H:6]1[C@H:10]([O:11]C2CCCCO2)[CH2:9][C:8](=[O:18])[C@@H:7]1[CH2:19][CH2:20][CH2:21][CH2:22][CH2:23][CH2:24][C:25]([O:27][CH2:28][C:29]1[CH:34]=[CH:33][CH:32]=[CH:31][CH:30]=1)=[O:26].[Cl-].[Na+]. The catalyst is C(#N)C.O.P(=O)(O)(O)O. The product is [F:1][C:2]([C@:3]1([OH:35])[O:11][C@@H:10]2[CH2:9][C:8](=[O:18])[C@H:7]([CH2:19][CH2:20][CH2:21][CH2:22][CH2:23][CH2:24][C:25]([O:27][CH2:28][C:29]3[CH:34]=[CH:33][CH:32]=[CH:31][CH:30]=3)=[O:26])[C@H:6]2[CH2:5][CH2:4]1)([F:40])[CH2:36][CH2:37][CH2:38][CH3:39]. The yield is 0.878. (3) The reactants are [NH2:1][C:2]1[CH:22]=[CH:21][C:5]2[O:6][CH2:7][CH2:8][N:9]([CH2:10][CH2:11][N:12]([CH3:20])[C:13](=[O:19])[O:14][C:15]([CH3:18])([CH3:17])[CH3:16])[C:4]=2[CH:3]=1.I.[S:24]1[CH:28]=[CH:27][CH:26]=[C:25]1[C:29](SC)=[NH:30]. No catalyst specified. The product is [CH3:20][N:12]([CH2:11][CH2:10][N:9]1[CH2:8][CH2:7][O:6][C:5]2[CH:21]=[CH:22][C:2]([NH:1][C:29]([C:25]3[S:24][CH:28]=[CH:27][CH:26]=3)=[NH:30])=[CH:3][C:4]1=2)[C:13](=[O:19])[O:14][C:15]([CH3:17])([CH3:18])[CH3:16]. The yield is 0.500.